This data is from Forward reaction prediction with 1.9M reactions from USPTO patents (1976-2016). The task is: Predict the product of the given reaction. (1) Given the reactants S(Cl)([Cl:3])=O.[CH3:5][C:6]1[CH:11]=[CH:10][CH:9]=[CH:8][C:7]=1[C:12]1[CH:20]=[CH:19][C:15]([C:16](O)=[O:17])=[CH:14][CH:13]=1, predict the reaction product. The product is: [CH3:5][C:6]1[CH:11]=[CH:10][CH:9]=[CH:8][C:7]=1[C:12]1[CH:20]=[CH:19][C:15]([C:16]([Cl:3])=[O:17])=[CH:14][CH:13]=1. (2) Given the reactants [C:1]([O:4][CH2:5][CH:6](O)[CH2:7][N:8]1[C:12]2[C:13]([N:17]([CH2:20][CH3:21])[CH2:18][CH3:19])=[CH:14][CH:15]=[CH:16][C:11]=2[N:10]=[C:9]1[NH:22][C:23]1[CH:28]=[CH:27][C:26]([Cl:29])=[CH:25][C:24]=1[Cl:30])(=[O:3])[CH3:2].CS(Cl)(=O)=O.C(=O)([O-])[O-].[K+].[K+], predict the reaction product. The product is: [C:1]([O:4][CH2:5][CH:6]1[CH2:7][N:8]2[C:9](=[N:10][C:11]3[CH:16]=[CH:15][CH:14]=[C:13]([N:17]([CH2:18][CH3:19])[CH2:20][CH3:21])[C:12]=32)[N:22]1[C:23]1[CH:28]=[CH:27][C:26]([Cl:29])=[CH:25][C:24]=1[Cl:30])(=[O:3])[CH3:2].